Dataset: Experimentally validated miRNA-target interactions with 360,000+ pairs, plus equal number of negative samples. Task: Binary Classification. Given a miRNA mature sequence and a target amino acid sequence, predict their likelihood of interaction. (1) The miRNA is rno-miR-338-3p with sequence UCCAGCAUCAGUGAUUUUGUUGA. The protein sequence of the target gene is MTMDSGADNQQSGDAAVTEAESQQMTVQAQPQIATLAQVSMPAAHATSSAPTVTLVQLPNGQTVQVHGVIQAAQPSVIQSPQVQTVQISTIAESEDSQESVDSVTDSQKRREILSRRPSYRKILNDLSSDAPGVPRIEEEKSEEETSAPAITTVTVPTPIYQTSSGQYIAITQGGAIQLANNGTDGVQGLQTLTMTNAAATQPGTTILQYAQTTDGQQILVPSNQVVVQAASGDVQTYQIRTAPTSTIAPGVVMASSPALPTQPAEEAARKREVRLMKNREAARECRRKKKEYVKCLENR.... Result: 0 (no interaction). (2) The miRNA is hsa-miR-34b-3p with sequence CAAUCACUAACUCCACUGCCAU. The protein sequence of the target gene is MEDVKLEFPSLPQCKEDAEEWTYPMRREMQEILPGLFLGPYSSAMKSKLPVLQKHGITHIICIRQNIEANFIKPNFQQLFRYLVLDIADNPVENIIRFFPMTKEFIDGSLQMGGKVLVHGNAGISRSAAFVIAYIMETFGMKYRDAFAYVQERRFCINPNAGFVHQLQEYEAIYLAKLTIQMMSPLQIERSLSVHSGTTGSLKRTHEEEDDFGTMQVATAQNG. Result: 1 (interaction). (3) The miRNA is rno-let-7b-5p with sequence UGAGGUAGUAGGUUGUGUGGUU. The protein sequence of the target gene is MERSQSRLSLSASFEALAIYFPCMNSFDDEDAGDSRRLKGAIQRSTETGLAVEMPSRTLRQASHESIEDSMNSYGSEGNLNYGGVCLASDAQFSDFLGSMGPAQFVGRQTLATTPMGDVEIGLQERNGQLEVDIIQARGLTAKPGSKTLPAAYIKAYLLENGICIAKKKTKVARKSLDPLYNQVLLFPESPQGKVLQVIVWGNYGRMERKQFMGVARVLLEELDLTTLAVGWYKLFPTSSMVDPATGPLLRQASQLSLESTVGPCGERS. Result: 0 (no interaction). (4) Result: 0 (no interaction). The protein sequence of the target gene is MSDFSEELKGPVTDDEEVETSVLSGAGMHFPWLQTYVETVAIGGKRRKDFAQTTSACLSFIQEALLKHQWQQAAEYMYSYFQTLEDSDSYKRQAAPEIIWKLGSEILFYHPKSNMESFNTFANRMKNIGVMNYLKISLQHALYLLHHGMLKDAKRNLSEAETWRHGENTSSREILINLIQAYKGLLQYYTWSEKKMELSKLDKDDYAYNAVAQDVFNHSWKTSANISALIKIPGVWDPFVKSYVEMLEFYGDRDGAQEVLTNYAYDEKFPSNPNAHIYLYNFLKRQKAPRSKLISVLKIL.... The miRNA is hsa-miR-3619-5p with sequence UCAGCAGGCAGGCUGGUGCAGC.